Dataset: Reaction yield outcomes from USPTO patents with 853,638 reactions. Task: Predict the reaction yield, written as a fraction of the theoretical maximum amount of product (1.0 means a 100% yield; for example, 0.34 means a 34% yield). The reactants are [CH3:1][O:2][C:3]([C:5]1[S:6][C:7]([C:11]2[CH:16]=[CH:15][CH:14]=[CH:13][CH:12]=2)=[CH:8][C:9]=1[NH2:10])=[O:4].[CH2:17]=[C:18]([CH3:20])[CH3:19]. The catalyst is S(=O)(=O)(O)O.O1CCOCC1.C(Cl)(Cl)Cl. The product is [CH3:1][O:2][C:3]([C:5]1[S:6][C:7]([C:11]2[CH:16]=[CH:15][CH:14]=[CH:13][CH:12]=2)=[CH:8][C:9]=1[NH:10][C:18]([CH3:20])([CH3:19])[CH3:17])=[O:4]. The yield is 0.620.